This data is from Reaction yield outcomes from USPTO patents with 853,638 reactions. The task is: Predict the reaction yield, written as a fraction of the theoretical maximum amount of product (1.0 means a 100% yield; for example, 0.34 means a 34% yield). The reactants are [CH3:1][C:2]1[CH:11]=[CH:10][CH:9]=[C:8]2[C:3]=1[C:4](=[O:46])[N:5]([C:32]1[CH:33]=[C:34](OS(C(F)(F)F)(=O)=O)[CH:35]=[CH:36][CH:37]=1)[C:6]([CH:12]([NH:14][C:15]1[N:23]=[CH:22][N:21]=[C:20]3[C:16]=1[N:17]=[CH:18][N:19]3[CH2:24][O:25][CH2:26][CH2:27][Si:28]([CH3:31])([CH3:30])[CH3:29])[CH3:13])=[N:7]2.C(N(CC)CC)C.[CH3:54][Si:55]([C:58]#[CH:59])([CH3:57])[CH3:56]. The catalyst is Cl[Pd](Cl)([P](C1C=CC=CC=1)(C1C=CC=CC=1)C1C=CC=CC=1)[P](C1C=CC=CC=1)(C1C=CC=CC=1)C1C=CC=CC=1.CN(C=O)C. The product is [CH3:1][C:2]1[CH:11]=[CH:10][CH:9]=[C:8]2[C:3]=1[C:4](=[O:46])[N:5]([C:32]1[CH:37]=[CH:36][CH:35]=[C:34]([C:59]#[C:58][Si:55]([CH3:57])([CH3:56])[CH3:54])[CH:33]=1)[C:6]([CH:12]([NH:14][C:15]1[N:23]=[CH:22][N:21]=[C:20]3[C:16]=1[N:17]=[CH:18][N:19]3[CH2:24][O:25][CH2:26][CH2:27][Si:28]([CH3:29])([CH3:31])[CH3:30])[CH3:13])=[N:7]2. The yield is 0.630.